Predict the reactants needed to synthesize the given product. From a dataset of Full USPTO retrosynthesis dataset with 1.9M reactions from patents (1976-2016). (1) Given the product [Cl:15][C:16]1[CH:22]=[CH:21][C:19]([NH:20][C:8](=[O:9])[C:7]2[C:6](=[CH:5][C:4]([N+:1]([O-:3])=[O:2])=[CH:14][CH:13]=2)[C:11]([OH:10])=[O:12])=[CH:18][CH:17]=1, predict the reactants needed to synthesize it. The reactants are: [N+:1]([C:4]1[CH:5]=[C:6]2[C:11](=[O:12])[O:10][C:8](=[O:9])[C:7]2=[CH:13][CH:14]=1)([O-:3])=[O:2].[Cl:15][C:16]1[CH:22]=[CH:21][C:19]([NH2:20])=[CH:18][CH:17]=1. (2) The reactants are: CCO[CH:4]1[N:13](C(OCC)=O)C2C(=CC=CC=2)[CH:6]=[CH:5]1.[NH2:19][C@@H:20]1[C@H:24]([OH:25])[C@@H:23]([CH2:26][OH:27])[O:22][C@H:21]1[N:28]1[CH:35]=[CH:34][C:32](=[O:33])[NH:31][C:29]1=[O:30].[C:36](NCCC(O)=O)([O:38][CH2:39][CH:40]1[C:52]2[C:47](=[CH:48][CH:49]=[CH:50][CH:51]=2)[C:46]2[C:41]1=[CH:42][CH:43]=[CH:44][CH:45]=2)=[O:37].C[OH:60]. Given the product [C:36]([N:19]([C@@H:20]1[C@H:24]([OH:25])[C@@H:23]([CH2:26][OH:27])[O:22][C@H:21]1[N:28]1[CH:35]=[CH:34][C:32](=[O:33])[NH:31][C:29]1=[O:30])[C:6](=[O:60])[CH2:5][CH2:4][NH2:13])([O:38][CH2:39][CH:40]1[C:52]2[C:47](=[CH:48][CH:49]=[CH:50][CH:51]=2)[C:46]2[C:41]1=[CH:42][CH:43]=[CH:44][CH:45]=2)=[O:37], predict the reactants needed to synthesize it. (3) Given the product [Cl:1][C:2]1[C:3]([CH2:4][OH:5])=[C:6]([N:10]2[CH:19]=[CH:18][C:17]3[C:12](=[C:13]([F:24])[CH:14]=[C:15]([C:20]([CH3:22])([CH3:23])[CH3:21])[CH:16]=3)[C:11]2=[O:25])[CH:7]=[CH:8][CH:9]=1, predict the reactants needed to synthesize it. The reactants are: [Cl:1][C:2]1[CH:9]=[CH:8][CH:7]=[C:6]([N:10]2[CH:19]=[CH:18][C:17]3[C:12](=[C:13]([F:24])[CH:14]=[C:15]([C:20]([CH3:23])([CH3:22])[CH3:21])[CH:16]=3)[C:11]2=[O:25])[C:3]=1[CH:4]=[O:5].[BH4-].[Na+].O. (4) Given the product [F:16][CH:14]([F:15])[C:7]1[C:6]([C:17]([O:19][CH3:20])=[O:18])=[C:5]([CH:21]2[CH2:22][CH2:23][CH2:24]2)[C:4]([C:2]([S:28][CH:26]([CH3:27])[CH3:25])=[O:3])=[C:9]([C:10]([F:12])([F:11])[F:13])[N:8]=1, predict the reactants needed to synthesize it. The reactants are: Cl[C:2]([C:4]1[C:5]([CH:21]2[CH2:24][CH2:23][CH2:22]2)=[C:6]([C:17]([O:19][CH3:20])=[O:18])[C:7]([CH:14]([F:16])[F:15])=[N:8][C:9]=1[C:10]([F:13])([F:12])[F:11])=[O:3].[CH3:25][CH:26]([SH:28])[CH3:27]. (5) Given the product [I:12][C:3]1[C:4]2[C:9](=[CH:8][CH:7]=[C:6]([CH:10]=[O:11])[CH:5]=2)[NH:1][N:2]=1, predict the reactants needed to synthesize it. The reactants are: [NH:1]1[C:9]2[C:4](=[CH:5][C:6]([CH:10]=[O:11])=[CH:7][CH:8]=2)[CH:3]=[N:2]1.[I:12]I.[OH-].[K+]. (6) Given the product [CH:5]1([CH2:4][O:6][C:7]2[CH:30]=[CH:29][C:10]3[CH2:11][C:12]([C:15]4[N:20]=[CH:19][C:18]([O:21][CH2:22][C@@H:23]([NH:25][C:26](=[O:28])[CH3:27])[CH3:24])=[CH:17][CH:16]=4)([CH3:14])[O:13][C:9]=3[CH:8]=2)[CH2:3][CH2:2]1, predict the reactants needed to synthesize it. The reactants are: Br[CH2:2][CH:3]1[CH2:5][CH2:4]1.[OH:6][C:7]1[CH:30]=[CH:29][C:10]2[CH2:11][C:12]([C:15]3[N:20]=[CH:19][C:18]([O:21][CH2:22][C@@H:23]([NH:25][C:26](=[O:28])[CH3:27])[CH3:24])=[CH:17][CH:16]=3)([CH3:14])[O:13][C:9]=2[CH:8]=1.C(=O)([O-])[O-].[K+].[K+].